Dataset: Full USPTO retrosynthesis dataset with 1.9M reactions from patents (1976-2016). Task: Predict the reactants needed to synthesize the given product. (1) Given the product [Br:17][C:13]1[CH:12]=[C:11]([NH:10][C:9]2[C:4]3[CH:3]=[C:2]([NH:1][C:20](=[O:23])[C:21]#[CH:22])[N:19]=[CH:18][C:5]=3[N:6]=[CH:7][N:8]=2)[CH:16]=[CH:15][CH:14]=1, predict the reactants needed to synthesize it. The reactants are: [NH2:1][C:2]1[N:19]=[CH:18][C:5]2[N:6]=[CH:7][N:8]=[C:9]([NH:10][C:11]3[CH:16]=[CH:15][CH:14]=[C:13]([Br:17])[CH:12]=3)[C:4]=2[CH:3]=1.[C:20](O)(=[O:23])[C:21]#[CH:22].Cl.CN(C)CCCN=C=NCC.C(OCC)(=O)C. (2) Given the product [NH2:26][C:24]1[CH:23]=[CH:22][N:21]=[C:20]([O:14][CH2:13][C:10]2[CH:11]=[CH:12][C:7]([CH2:6][NH:5][C:3](=[O:4])[C:2]([F:15])([F:16])[F:1])=[CH:8][CH:9]=2)[N:25]=1, predict the reactants needed to synthesize it. The reactants are: [F:1][C:2]([F:16])([F:15])[C:3]([NH:5][CH2:6][C:7]1[CH:12]=[CH:11][C:10]([CH2:13][OH:14])=[CH:9][CH:8]=1)=[O:4].[H-].[Na+].Cl[C:20]1[N:25]=[C:24]([NH2:26])[CH:23]=[CH:22][N:21]=1.O. (3) Given the product [CH:15]1([NH:14][CH:11]2[CH2:12][CH2:13][NH:8][CH2:9][C:10]2([CH2:19][CH3:20])[CH3:18])[CH2:17][CH2:16]1, predict the reactants needed to synthesize it. The reactants are: C([N:8]1[CH2:13][CH2:12][CH:11]([NH:14][CH:15]2[CH2:17][CH2:16]2)[C:10]([CH2:19][CH3:20])([CH3:18])[CH2:9]1)C1C=CC=CC=1.